This data is from NCI-60 drug combinations with 297,098 pairs across 59 cell lines. The task is: Regression. Given two drug SMILES strings and cell line genomic features, predict the synergy score measuring deviation from expected non-interaction effect. (1) Drug 1: C1=CC=C(C=C1)NC(=O)CCCCCCC(=O)NO. Drug 2: CC12CCC3C(C1CCC2OP(=O)(O)O)CCC4=C3C=CC(=C4)OC(=O)N(CCCl)CCCl.[Na+]. Cell line: SN12C. Synergy scores: CSS=4.81, Synergy_ZIP=-6.05, Synergy_Bliss=-3.72, Synergy_Loewe=-10.6, Synergy_HSA=-5.44. (2) Drug 1: CCN(CC)CCNC(=O)C1=C(NC(=C1C)C=C2C3=C(C=CC(=C3)F)NC2=O)C. Drug 2: CC(C)CN1C=NC2=C1C3=CC=CC=C3N=C2N. Cell line: UACC-257. Synergy scores: CSS=6.77, Synergy_ZIP=-1.79, Synergy_Bliss=-0.680, Synergy_Loewe=-1.18, Synergy_HSA=-1.07.